From a dataset of Catalyst prediction with 721,799 reactions and 888 catalyst types from USPTO. Predict which catalyst facilitates the given reaction. (1) Reactant: C([O-])([O-])=O.[Cs+].[Cs+].[OH:7][C:8]1[C:13]2[CH:14]=[C:15]([CH3:17])[O:16][C:12]=2[CH:11]=[C:10]([C:18]([O:20]CC)=O)[CH:9]=1.F[C:24]1[CH:29]=[CH:28][C:27]([S:30]([CH3:33])(=[O:32])=[O:31])=[CH:26][CH:25]=1.[CH3:34][N:35]1[CH:39]=[CH:38][C:37]([NH2:40])=[N:36]1.CN(C(ON1N=NC2C=CC=NC1=2)=[N+](C)C)C.F[P-](F)(F)(F)(F)F. Product: [CH3:33][S:30]([C:27]1[CH:28]=[CH:29][C:24]([O:7][C:8]2[C:13]3[CH:14]=[C:15]([CH3:17])[O:16][C:12]=3[CH:11]=[C:10]([C:18]([NH:40][C:37]3[CH:38]=[CH:39][N:35]([CH3:34])[N:36]=3)=[O:20])[CH:9]=2)=[CH:25][CH:26]=1)(=[O:32])=[O:31]. The catalyst class is: 3. (2) Reactant: Cl.[N+:2]([C:5]1[CH:13]=[CH:12][C:8]([CH2:9][CH2:10][NH2:11])=[CH:7][CH:6]=1)([O-:4])=[O:3].C(N(CC)CC)C.[C:21]([O:25][C:26](O[C:26]([O:25][C:21]([CH3:24])([CH3:23])[CH3:22])=[O:27])=[O:27])([CH3:24])([CH3:23])[CH3:22]. Product: [N+:2]([C:5]1[CH:6]=[CH:7][C:8]([CH2:9][CH2:10][NH:11][C:26](=[O:27])[O:25][C:21]([CH3:24])([CH3:23])[CH3:22])=[CH:12][CH:13]=1)([O-:4])=[O:3]. The catalyst class is: 22. (3) Reactant: [C:1]([C@@H:3]([NH:12]C(=O)OC(C)(C)C)[CH2:4][C:5]1[CH:10]=[CH:9][C:8]([I:11])=[CH:7][CH:6]=1)#[N:2]. Product: [NH2:12][C@@H:3]([CH2:4][C:5]1[CH:6]=[CH:7][C:8]([I:11])=[CH:9][CH:10]=1)[C:1]#[N:2]. The catalyst class is: 106. (4) Reactant: [Cl:1][C:2]1[CH:3]=[C:4]([NH:9][C:10]([N:12]=[C:13]2[NH:17][C:16](=[O:18])[C:15](=[O:19])[N:14]2[CH:20]([CH3:22])[CH3:21])=[NH:11])[CH:5]=[CH:6][C:7]=1[Cl:8].[C:23](O[C:23]([O:25][C:26]([CH3:29])([CH3:28])[CH3:27])=[O:24])([O:25][C:26]([CH3:29])([CH3:28])[CH3:27])=[O:24]. Product: [Cl:1][C:2]1[CH:3]=[C:4]([NH:9][C:10]([N:12]=[C:13]2[NH:17][C:16](=[O:18])[C:15](=[O:19])[N:14]2[CH:20]([CH3:22])[CH3:21])=[N:11][C:23]([O:25][C:26]([CH3:29])([CH3:28])[CH3:27])=[O:24])[CH:5]=[CH:6][C:7]=1[Cl:8]. The catalyst class is: 241. (5) Reactant: N[C@@H]1C2C(=CC=CC=2)C[C@@H]1O.[F:12][C:13]1[CH:18]=[CH:17][C:16]([C:19]2[C:28]([CH:29]([OH:41])[C:30]3[CH:35]=[CH:34][C:33]([O:36][C:37]([F:40])([F:39])[F:38])=[CH:32][CH:31]=3)=[C:27]([CH:42]([CH3:44])[CH3:43])[CH:26]=[C:25]3[C:20]=2[C:21](=[O:47])[CH2:22][C:23]([CH3:46])([CH3:45])[O:24]3)=[CH:15][CH:14]=1.CO. Product: [F:12][C:13]1[CH:18]=[CH:17][C:16]([C:19]2[C:28]([C@H:29]([OH:41])[C:30]3[CH:31]=[CH:32][C:33]([O:36][C:37]([F:39])([F:40])[F:38])=[CH:34][CH:35]=3)=[C:27]([CH:42]([CH3:43])[CH3:44])[CH:26]=[C:25]3[C:20]=2[C@@H:21]([OH:47])[CH2:22][C:23]([CH3:45])([CH3:46])[O:24]3)=[CH:15][CH:14]=1. The catalyst class is: 7.